This data is from Forward reaction prediction with 1.9M reactions from USPTO patents (1976-2016). The task is: Predict the product of the given reaction. (1) Given the reactants C([O:3][C:4](=O)[CH2:5][C@H:6]([NH:10][C:11]([O:13][CH2:14][C:15]1[CH:20]=[CH:19][CH:18]=[CH:17][CH:16]=1)=[O:12])[CH:7]([CH3:9])[CH3:8])C.[NH3:22], predict the reaction product. The product is: [CH2:14]([O:13][C:11]([NH:10][C@H:6]([CH:7]([CH3:9])[CH3:8])[CH2:5][C:4]([NH2:22])=[O:3])=[O:12])[C:15]1[CH:20]=[CH:19][CH:18]=[CH:17][CH:16]=1. (2) Given the reactants [NH2:1][C:2]1[CH:7]=[CH:6][CH:5]=[CH:4][CH:3]=1.[CH3:8][C:9]([CH3:33])([CH3:32])[CH2:10][C:11]([NH:13][C:14]1[CH:15]=[C:16]2[C:20](=[CH:21][CH:22]=1)[N:19]([C:23]1[CH:28]=[CH:27][CH:26]=[CH:25][CH:24]=1)[C:18]([C:29]([OH:31])=O)=[CH:17]2)=[O:12].C(Cl)CCl.Cl, predict the reaction product. The product is: [CH3:33][C:9]([CH3:8])([CH3:32])[CH2:10][C:11]([NH:13][C:14]1[CH:15]=[C:16]2[C:20](=[CH:21][CH:22]=1)[N:19]([C:23]1[CH:28]=[CH:27][CH:26]=[CH:25][CH:24]=1)[C:18]([C:29]([NH:1][C:2]1[CH:7]=[CH:6][CH:5]=[CH:4][CH:3]=1)=[O:31])=[CH:17]2)=[O:12]. (3) Given the reactants [C:1]([CH:3]([C:9]1[CH:14]=[CH:13][CH:12]=[CH:11][CH:10]=1)[C:4]([O:6][CH2:7][CH3:8])=[O:5])#[N:2].Cl, predict the reaction product. The product is: [NH2:2][CH2:1][CH:3]([C:9]1[CH:14]=[CH:13][CH:12]=[CH:11][CH:10]=1)[C:4]([O:6][CH2:7][CH3:8])=[O:5].